Dataset: Full USPTO retrosynthesis dataset with 1.9M reactions from patents (1976-2016). Task: Predict the reactants needed to synthesize the given product. (1) The reactants are: [NH:1]1[CH:5]=[CH:4][N:3]=[CH:2]1.F[C:7]1[CH:16]=[CH:15][C:10]([C:11]([O:13][CH3:14])=[O:12])=[CH:9][CH:8]=1.C(=O)([O-])[O-].[K+].[K+]. Given the product [CH3:14][O:13][C:11]([C:10]1[CH:15]=[CH:16][C:7]([N:1]2[CH:5]=[CH:4][N:3]=[CH:2]2)=[CH:8][CH:9]=1)=[O:12], predict the reactants needed to synthesize it. (2) Given the product [NH2:17][C:15]1[C:16]2[C:8]([C:5]3[CH:6]=[CH:7][C:2]([NH:1][S:38]([CH2:37][C:31]4[CH:36]=[CH:35][CH:34]=[CH:33][CH:32]=4)(=[O:40])=[O:39])=[C:3]([O:23][CH3:24])[CH:4]=3)=[CH:9][N:10]([CH:18]3[CH2:22][CH2:21][CH2:20][CH2:19]3)[C:11]=2[N:12]=[CH:13][N:14]=1, predict the reactants needed to synthesize it. The reactants are: [NH2:1][C:2]1[CH:7]=[CH:6][C:5]([C:8]2[C:16]3[C:15]([NH2:17])=[N:14][CH:13]=[N:12][C:11]=3[N:10]([CH:18]3[CH2:22][CH2:21][CH2:20][CH2:19]3)[CH:9]=2)=[CH:4][C:3]=1[O:23][CH3:24].N1C=CC=CC=1.[C:31]1([CH2:37][S:38](Cl)(=[O:40])=[O:39])[CH:36]=[CH:35][CH:34]=[CH:33][CH:32]=1. (3) Given the product [C:1]([C:5]1[N:6]([CH2:31][CH:32]([OH:36])[C:33]([OH:35])=[O:34])[C:7]2[C:12]([CH:13]=1)=[CH:11][C:10]([NH:14][C:15]([C:17]1([C:20]3[CH:30]=[CH:29][C:23]4[O:24][C:25]([F:28])([F:27])[O:26][C:22]=4[CH:21]=3)[CH2:19][CH2:18]1)=[O:16])=[CH:9][CH:8]=2)([CH3:4])([CH3:2])[CH3:3], predict the reactants needed to synthesize it. The reactants are: [C:1]([C:5]1[N:6]([CH2:31][C:32](=[O:36])[C:33]([OH:35])=[O:34])[C:7]2[C:12]([CH:13]=1)=[CH:11][C:10]([NH:14][C:15]([C:17]1([C:20]3[CH:30]=[CH:29][C:23]4[O:24][C:25]([F:28])([F:27])[O:26][C:22]=4[CH:21]=3)[CH2:19][CH2:18]1)=[O:16])=[CH:9][CH:8]=2)([CH3:4])([CH3:3])[CH3:2].[BH4-].[Na+].